This data is from Catalyst prediction with 721,799 reactions and 888 catalyst types from USPTO. The task is: Predict which catalyst facilitates the given reaction. (1) Reactant: Cl[C:2]1[C:11]([CH2:12][C:13]2[CH:18]=[CH:17][C:16]([N:19]3[CH:23]=[CH:22][CH:21]=[N:20]3)=[CH:15][CH:14]=2)=[C:10]([Cl:24])[C:9]2[C:4](=[CH:5][CH:6]=[C:7]([C:25]([C:37]3[N:41]([CH3:42])[CH:40]=[N:39][CH:38]=3)([C:27]3[CH:28]=[N:29][C:30]([C:33]([F:36])([F:35])[F:34])=[CH:31][CH:32]=3)[OH:26])[CH:8]=2)[N:3]=1.Cl.[F:44][CH:45]1[CH2:48][NH:47][CH2:46]1.CN(C=O)C. Product: [Cl:24][C:10]1[C:9]2[C:4](=[CH:5][CH:6]=[C:7]([C:25]([C:37]3[N:41]([CH3:42])[CH:40]=[N:39][CH:38]=3)([C:27]3[CH:28]=[N:29][C:30]([C:33]([F:34])([F:35])[F:36])=[CH:31][CH:32]=3)[OH:26])[CH:8]=2)[N:3]=[C:2]([N:47]2[CH2:48][CH:45]([F:44])[CH2:46]2)[C:11]=1[CH2:12][C:13]1[CH:18]=[CH:17][C:16]([N:19]2[CH:23]=[CH:22][CH:21]=[N:20]2)=[CH:15][CH:14]=1. The catalyst class is: 25. (2) Reactant: C=O.[H-].[Na+].[F:5][C:6]1[CH:7]=[C:8]([CH:12]2[CH2:17][CH2:16][CH2:15][N:14]3[N:18]=[C:19](/[CH:21]=[CH:22]/[C:23]4[CH:28]=[CH:27][C:26]([N:29]5[CH:33]=[C:32]([CH3:34])[N:31]=[CH:30]5)=[C:25]([O:35][CH3:36])[CH:24]=4)[N:20]=[C:13]23)[CH:9]=[CH:10][CH:11]=1.O.[C:38](=O)(O)[O-:39].[Na+]. Product: [F:5][C:6]1[CH:7]=[C:8]([C:12]2([CH2:38][OH:39])[CH2:17][CH2:16][CH2:15][N:14]3[N:18]=[C:19](/[CH:21]=[CH:22]/[C:23]4[CH:28]=[CH:27][C:26]([N:29]5[CH:33]=[C:32]([CH3:34])[N:31]=[CH:30]5)=[C:25]([O:35][CH3:36])[CH:24]=4)[N:20]=[C:13]23)[CH:9]=[CH:10][CH:11]=1. The catalyst class is: 39. (3) Reactant: C(=O)([O-])[O-].[K+].[K+].[OH:7][C:8]1[CH:13]=[CH:12][C:11]([C:14](=[O:24])[CH:15]([N:19]2[CH2:23][CH2:22][CH2:21][CH2:20]2)[CH2:16][CH2:17][CH3:18])=[CH:10][CH:9]=1.Cl.[C:26]([O:30][C:31](=[O:34])[CH2:32]Br)([CH3:29])([CH3:28])[CH3:27]. Product: [N:19]1([CH:15]([CH2:16][CH2:17][CH3:18])[C:14]([C:11]2[CH:12]=[CH:13][C:8]([O:7][CH2:32][C:31]([O:30][C:26]([CH3:29])([CH3:28])[CH3:27])=[O:34])=[CH:9][CH:10]=2)=[O:24])[CH2:23][CH2:22][CH2:21][CH2:20]1. The catalyst class is: 213. (4) Reactant: Cl[C:2]1[CH:3]=[C:4]([NH:11][C:12]2[CH:17]=[CH:16][C:15]([O:18][CH3:19])=[C:14]([O:20][CH3:21])[N:13]=2)[C:5]2[N:6]([CH:8]=[CH:9][N:10]=2)[N:7]=1.CC1(C)C(C)(C)OB([C:30]2[CH:31]=[C:32]([CH:38]=[CH:39][CH:40]=2)[C:33]([O:35][CH2:36][CH3:37])=[O:34])O1.P([O-])([O-])([O-])=O.[K+].[K+].[K+].CC(C1C=C(C(C)C)C(C2C=CC=CC=2P(C2CCCCC2)C2CCCCC2)=C(C(C)C)C=1)C. Product: [CH3:19][O:18][C:15]1[CH:16]=[CH:17][C:12]([NH:11][C:4]2[C:5]3[N:6]([CH:8]=[CH:9][N:10]=3)[N:7]=[C:2]([C:30]3[CH:31]=[C:32]([CH:38]=[CH:39][CH:40]=3)[C:33]([O:35][CH2:36][CH3:37])=[O:34])[CH:3]=2)=[N:13][C:14]=1[O:20][CH3:21]. The catalyst class is: 552. (5) Reactant: [F:1][C:2]([F:18])([F:17])[C:3]1[CH:8]=[CH:7][C:6]([NH:9][C@H:10]([CH2:15][CH3:16])[CH2:11][C:12]([NH2:14])=[O:13])=[CH:5][CH:4]=1.C(OC(C)C)(C)C.Cl[C:27]([O:29][CH2:30][C:31]1[CH:36]=[CH:35][CH:34]=[CH:33][CH:32]=1)=[O:28].CC(C)([O-])C.[Li+]. Product: [CH2:30]([O:29][C:27](=[O:28])[NH:14][C:12](=[O:13])[CH2:11][C@H:10]([NH:9][C:6]1[CH:7]=[CH:8][C:3]([C:2]([F:17])([F:18])[F:1])=[CH:4][CH:5]=1)[CH2:15][CH3:16])[C:31]1[CH:36]=[CH:35][CH:34]=[CH:33][CH:32]=1. The catalyst class is: 1. (6) Reactant: [CH3:1][O:2][C:3]1[CH:4]=[C:5]2[C:10](=[CH:11][C:12]=1[O:13][CH3:14])[N:9]=[CH:8][N:7]=[C:6]2[O:15][C:16]1[CH:22]=[CH:21][C:19]([NH2:20])=[CH:18][CH:17]=1.Cl[C:24](Cl)([O:26][C:27](=[O:33])OC(Cl)(Cl)Cl)Cl.[C:35]([C:39]1C=[CH:43][CH:42]=[CH:41][C:40]=1O)([CH3:38])([CH3:37])[CH3:36].C(=O)(O)[O-].[Na+]. Product: [CH3:1][O:2][C:3]1[CH:4]=[C:5]2[C:10](=[CH:11][C:12]=1[O:13][CH3:14])[N:9]=[CH:8][N:7]=[C:6]2[O:15][C:16]1[CH:22]=[CH:21][C:19]([NH:20][C:27](=[O:33])[O:26][C:24]2[CH:43]=[CH:42][CH:41]=[CH:40][C:39]=2[C:35]([CH3:38])([CH3:37])[CH3:36])=[CH:18][CH:17]=1. The catalyst class is: 208. (7) Reactant: [CH2:1]([O:8][C:9]1[CH:10]=[C:11]([CH:21]=[C:22]([CH:24]([CH3:26])[CH3:25])[CH:23]=1)[CH2:12][NH:13]C(=O)OC(C)(C)C)[C:2]1[CH:7]=[CH:6][CH:5]=[CH:4][CH:3]=1.Cl. Product: [CH2:1]([O:8][C:9]1[CH:10]=[C:11]([CH2:12][NH2:13])[CH:21]=[C:22]([CH:24]([CH3:26])[CH3:25])[CH:23]=1)[C:2]1[CH:7]=[CH:6][CH:5]=[CH:4][CH:3]=1. The catalyst class is: 5. (8) Reactant: [Cl:1][C:2]1[CH:13]=[CH:12][C:11]([CH:14]=[CH:15][CH2:16][O:17][CH3:18])=[CH:10][C:3]=1[C:4]([NH:6][CH:7]1[CH2:9][CH2:8]1)=[O:5].CN(C=O)C.C1(S(NN)(=O)=O)C=CC=CC=1. Product: [Cl:1][C:2]1[CH:13]=[CH:12][C:11]([CH2:14][CH2:15][CH2:16][O:17][CH3:18])=[CH:10][C:3]=1[C:4]([NH:6][CH:7]1[CH2:8][CH2:9]1)=[O:5]. The catalyst class is: 11. (9) Reactant: C(OC(=O)[NH:7][C:8]([CH3:39])([CH2:36][CH2:37][CH3:38])[CH2:9][NH:10][C:11]([C:13]1[C:14]([CH3:35])=[N:15][N:16]2[C:21]([O:22][CH2:23][CH2:24][CH:25]([C:30]([F:33])([F:32])[F:31])[C:26]([F:29])([F:28])[F:27])=[CH:20][C:19]([CH3:34])=[CH:18][C:17]=12)=[O:12])(C)(C)C.FC(F)(F)C(O)=O. Product: [NH2:7][C:8]([CH3:39])([CH2:36][CH2:37][CH3:38])[CH2:9][NH:10][C:11]([C:13]1[C:14]([CH3:35])=[N:15][N:16]2[C:21]([O:22][CH2:23][CH2:24][CH:25]([C:30]([F:33])([F:32])[F:31])[C:26]([F:27])([F:28])[F:29])=[CH:20][C:19]([CH3:34])=[CH:18][C:17]=12)=[O:12]. The catalyst class is: 4. (10) Product: [Cl:22][C:19]1[CH:20]=[CH:21][C:16]([CH2:15][CH2:14][N:13]2[C:6]3[N:7]=[C:8]([C:11]#[N:12])[N:9]=[CH:10][C:5]=3[CH:4]=[C:3]2[CH2:2][O:36][C:35]2[CH:34]=[CH:33][C:26]([C:27]([NH:29][CH2:30][CH2:31][CH3:32])=[O:28])=[CH:25][C:24]=2[F:23])=[CH:17][CH:18]=1. The catalyst class is: 39. Reactant: Br[CH2:2][C:3]1[N:13]([CH2:14][CH2:15][C:16]2[CH:21]=[CH:20][C:19]([Cl:22])=[CH:18][CH:17]=2)[C:6]2[N:7]=[C:8]([C:11]#[N:12])[N:9]=[CH:10][C:5]=2[CH:4]=1.[F:23][C:24]1[CH:25]=[C:26]([CH:33]=[CH:34][C:35]=1[OH:36])[C:27]([NH:29][CH2:30][CH2:31][CH3:32])=[O:28].C(=O)([O-])[O-].[K+].[K+].CCCCCC.